Predict which catalyst facilitates the given reaction. From a dataset of Catalyst prediction with 721,799 reactions and 888 catalyst types from USPTO. (1) Reactant: [CH2:1]([O:8][C:9]([NH:11][C:12]([CH3:17])([C:14](O)=[O:15])[CH3:13])=[O:10])[C:2]1[CH:7]=[CH:6][CH:5]=[CH:4][CH:3]=1.[CH3:18][NH:19][CH3:20]. Product: [CH2:1]([O:8][C:9](=[O:10])[NH:11][C:12]([C:14](=[O:15])[N:19]([CH3:20])[CH3:18])([CH3:17])[CH3:13])[C:2]1[CH:7]=[CH:6][CH:5]=[CH:4][CH:3]=1. The catalyst class is: 7. (2) Reactant: [Cl:1][C:2]1[N:7]=[N:6][C:5]([NH:8][NH:9][C:10](=O)[CH:11]([C:13]2[CH:14]=[C:15]3[C:20](=[CH:21][CH:22]=2)[N:19]=[CH:18][CH:17]=[CH:16]3)[CH3:12])=[CH:4][CH:3]=1. Product: [Cl:1][C:2]1[CH:3]=[CH:4][C:5]2[N:6]([C:10]([CH:11]([C:13]3[CH:14]=[C:15]4[C:20](=[CH:21][CH:22]=3)[N:19]=[CH:18][CH:17]=[CH:16]4)[CH3:12])=[N:9][N:8]=2)[N:7]=1. The catalyst class is: 67. (3) Reactant: S(Cl)([Cl:3])=O.[CH2:5]([C:7]1[CH:12]=[CH:11][CH:10]=[C:9]([CH2:13][CH3:14])[C:8]=1[C:15]1[CH:24]=[CH:23][C:22]2[CH:21](O)[CH2:20][CH2:19][CH2:18][C:17]=2[N:16]=1)[CH3:6]. Product: [Cl:3][CH:21]1[CH2:20][CH2:19][CH2:18][C:17]2[N:16]=[C:15]([C:8]3[C:7]([CH2:5][CH3:6])=[CH:12][CH:11]=[CH:10][C:9]=3[CH2:13][CH3:14])[CH:24]=[CH:23][C:22]1=2. The catalyst class is: 2.